From a dataset of Reaction yield outcomes from USPTO patents with 853,638 reactions. Predict the reaction yield, written as a fraction of the theoretical maximum amount of product (1.0 means a 100% yield; for example, 0.34 means a 34% yield). (1) The reactants are C(OC([N:8]1[CH2:39][CH2:38][CH:11]([C:12]([NH:14][CH2:15][CH2:16][N:17]2[CH2:22][CH2:21][C:20](=[C:23]3[C:29]4[CH:30]=[CH:31][CH:32]=[CH:33][C:28]=4[CH:27]=[CH:26][C:25]4[CH:34]=[CH:35][CH:36]=[CH:37][C:24]3=4)[CH2:19][CH2:18]2)=[O:13])[CH2:10][CH2:9]1)=O)(C)(C)C.[ClH:40].O1CCOCC1. No catalyst specified. The product is [ClH:40].[ClH:40].[CH:34]1[C:25]2[CH:26]=[CH:27][C:28]3[CH:33]=[CH:32][CH:31]=[CH:30][C:29]=3[C:23](=[C:20]3[CH2:21][CH2:22][N:17]([CH2:16][CH2:15][NH:14][C:12](=[O:13])[CH:11]4[CH2:10][CH2:9][NH:8][CH2:39][CH2:38]4)[CH2:18][CH2:19]3)[C:24]=2[CH:37]=[CH:36][CH:35]=1. The yield is 1.00. (2) The reactants are Br[C:2]1[CH:7]=[CH:6][C:5]([CH2:8][CH2:9][O:10][CH2:11][CH2:12][CH3:13])=[CH:4][CH:3]=1.[CH3:14][N:15]1CCCC1=O.O. The catalyst is [C-]#N.[Zn+2].[C-]#N.C1C=CC([P]([Pd]([P](C2C=CC=CC=2)(C2C=CC=CC=2)C2C=CC=CC=2)([P](C2C=CC=CC=2)(C2C=CC=CC=2)C2C=CC=CC=2)[P](C2C=CC=CC=2)(C2C=CC=CC=2)C2C=CC=CC=2)(C2C=CC=CC=2)C2C=CC=CC=2)=CC=1.C(OCC)(=O)C. The product is [CH2:11]([O:10][CH2:9][CH2:8][C:5]1[CH:6]=[CH:7][C:2]([C:14]#[N:15])=[CH:3][CH:4]=1)[CH2:12][CH3:13]. The yield is 0.190. (3) The reactants are [Br:1][CH:2]([CH2:19][CH2:20]Br)[C:3]([NH:5][CH:6]1[CH2:11][CH2:10][N:9]([C:12]([O:14][C:15]([CH3:18])([CH3:17])[CH3:16])=[O:13])[CH2:8][CH2:7]1)=[O:4].[H-].[Na+]. The catalyst is CN(C=O)C. The product is [Br:1][CH:2]1[CH2:19][CH2:20][N:5]([CH:6]2[CH2:11][CH2:10][N:9]([C:12]([O:14][C:15]([CH3:18])([CH3:17])[CH3:16])=[O:13])[CH2:8][CH2:7]2)[C:3]1=[O:4]. The yield is 0.720.